This data is from Full USPTO retrosynthesis dataset with 1.9M reactions from patents (1976-2016). The task is: Predict the reactants needed to synthesize the given product. (1) The reactants are: FC(F)(F)C(O)=O.[C:8]([C:10]1[CH:15]=[CH:14][C:13]([N:16]2[C:20](=[O:21])[C@@:19]([CH2:28][O:29][C:30](=[O:43])[C@@H:31]([NH:35]C(OC(C)(C)C)=O)[CH:32]([CH3:34])[CH3:33])([C:22]3[CH:27]=[CH:26][CH:25]=[CH:24][CH:23]=3)[N:18]([CH3:44])[C:17]2=[O:45])=[CH:12][C:11]=1[C:46]([F:49])([F:48])[F:47])#[N:9].C1(C)C=CC=CC=1.[Cl:57]CCl. Given the product [Cl-:57].[C:8]([C:10]1[CH:15]=[CH:14][C:13]([N:16]2[C:20](=[O:21])[C:19]([CH2:28][O:29][C:30](=[O:43])[C@@H:31]([NH3+:35])[CH:32]([CH3:34])[CH3:33])([C:22]3[CH:23]=[CH:24][CH:25]=[CH:26][CH:27]=3)[N:18]([CH3:44])[C:17]2=[O:45])=[CH:12][C:11]=1[C:46]([F:48])([F:47])[F:49])#[N:9], predict the reactants needed to synthesize it. (2) Given the product [CH2:16]([O:15][C:13]([C@@H:18]([NH:22][C@@H:23]([CH3:24])[C:25]([O:2][C:1]([CH:4]1[CH2:12][CH:11]2[CH:6]([CH2:7][CH2:8][CH2:9][CH2:10]2)[NH:5]1)=[O:3])=[O:26])[CH2:19][CH2:20][CH3:21])=[O:14])[CH3:17], predict the reactants needed to synthesize it. The reactants are: [C:1]([C@@H:4]1[CH2:12][C@H:11]2[C@H:6]([CH2:7][CH2:8][CH2:9][CH2:10]2)[NH:5]1)([OH:3])=[O:2].[C:13]([C@@H:18]([NH:22][C@H:23]([C:25](O)=[O:26])[CH3:24])[CH2:19][CH2:20][CH3:21])([O:15][CH2:16][CH3:17])=[O:14].F[P-](F)(F)(F)(F)F.N1(OC(N(C)C)=[N+](C)C)C2C=CC=CC=2N=N1.[Na+].[Cl-].